From a dataset of Choline transporter screen with 302,306 compounds. Binary Classification. Given a drug SMILES string, predict its activity (active/inactive) in a high-throughput screening assay against a specified biological target. (1) The result is 0 (inactive). The drug is Nc1c(N)cncc1. (2) The compound is S(C=1N2C(Nc3c2cccc3)(CC(N1)(C)C)C)C. The result is 0 (inactive). (3) The drug is Clc1ncc(C(=O)Nc2c(N3CCOCC3)ccc(S(=O)(=O)N3CCOCC3)c2)cc1. The result is 0 (inactive). (4) The compound is o1nc(nc1CCC(=O)Nc1ccccc1)c1cc(ccc1)C. The result is 0 (inactive).